This data is from Peptide-MHC class II binding affinity with 134,281 pairs from IEDB. The task is: Regression. Given a peptide amino acid sequence and an MHC pseudo amino acid sequence, predict their binding affinity value. This is MHC class II binding data. (1) The peptide sequence is RLQRKIEAIFHDDKE. The MHC is DRB1_0101 with pseudo-sequence DRB1_0101. The binding affinity (normalized) is 0.238. (2) The peptide sequence is SQDRELSWNLNGLQAY. The MHC is DRB1_0401 with pseudo-sequence DRB1_0401. The binding affinity (normalized) is 0.339.